This data is from Reaction yield outcomes from USPTO patents with 853,638 reactions. The task is: Predict the reaction yield, written as a fraction of the theoretical maximum amount of product (1.0 means a 100% yield; for example, 0.34 means a 34% yield). (1) The reactants are [CH:1]1([CH2:8][CH2:9][NH:10][C:11](=[O:58])[C@H:12]([CH3:57])[C@H:13]([C@@H:16]2[CH2:20][CH2:19][CH2:18][N:17]2[C:21](=[O:56])[CH2:22][C@@H:23]([O:54][CH3:55])[C@@H:24]([N:29]([CH3:53])[C:30](=[O:52])[C@@H:31]([NH:35][C:36]([C@@:38]2([CH3:51])[CH2:43][CH2:42][CH2:41][CH2:40][N:39]2C(OC(C)(C)C)=O)=[O:37])[CH:32]([CH3:34])[CH3:33])[C@@H:25]([CH3:28])[CH2:26][CH3:27])[O:14][CH3:15])[CH:7]=[CH:6][CH:5]=[CH:4][CH:3]=[CH:2]1.[ClH:59]. The catalyst is O1CCOCC1. The product is [ClH:59].[CH:1]1([CH2:8][CH2:9][NH:10][C:11](=[O:58])[C@H:12]([CH3:57])[C@H:13]([C@@H:16]2[CH2:20][CH2:19][CH2:18][N:17]2[C:21](=[O:56])[CH2:22][C@@H:23]([O:54][CH3:55])[C@@H:24]([N:29]([CH3:53])[C:30](=[O:52])[C@@H:31]([NH:35][C:36]([C@@:38]2([CH3:51])[CH2:43][CH2:42][CH2:41][CH2:40][NH:39]2)=[O:37])[CH:32]([CH3:34])[CH3:33])[C@@H:25]([CH3:28])[CH2:26][CH3:27])[O:14][CH3:15])[CH:2]=[CH:3][CH:4]=[CH:5][CH:6]=[CH:7]1. The yield is 0.830. (2) The reactants are Cl[C:2]1[N:7]=[C:6]([C:8]([F:11])([F:10])[F:9])[CH:5]=[CH:4][N:3]=1.CS(O)(=O)=O.[Br:17][C:18]1[CH:19]=[C:20]([CH:22]=[C:23]([CH3:25])[CH:24]=1)[NH2:21]. The catalyst is O1CCOCC1. The product is [Br:17][C:18]1[CH:19]=[C:20]([NH:21][C:2]2[N:7]=[C:6]([C:8]([F:11])([F:10])[F:9])[CH:5]=[CH:4][N:3]=2)[CH:22]=[C:23]([CH3:25])[CH:24]=1. The yield is 0.690.